From a dataset of NCI-60 drug combinations with 297,098 pairs across 59 cell lines. Regression. Given two drug SMILES strings and cell line genomic features, predict the synergy score measuring deviation from expected non-interaction effect. (1) Drug 1: C1CCN(CC1)CCOC2=CC=C(C=C2)C(=O)C3=C(SC4=C3C=CC(=C4)O)C5=CC=C(C=C5)O. Drug 2: CC(CN1CC(=O)NC(=O)C1)N2CC(=O)NC(=O)C2. Cell line: A549. Synergy scores: CSS=27.4, Synergy_ZIP=-1.35, Synergy_Bliss=-3.05, Synergy_Loewe=-3.54, Synergy_HSA=-2.51. (2) Drug 1: C1=CN(C=N1)CC(O)(P(=O)(O)O)P(=O)(O)O. Drug 2: C#CCC(CC1=CN=C2C(=N1)C(=NC(=N2)N)N)C3=CC=C(C=C3)C(=O)NC(CCC(=O)O)C(=O)O. Cell line: MALME-3M. Synergy scores: CSS=2.08, Synergy_ZIP=-1.38, Synergy_Bliss=0.248, Synergy_Loewe=-1.08, Synergy_HSA=-1.08. (3) Drug 1: C1CN(P(=O)(OC1)NCCCl)CCCl. Drug 2: CC1C(C(CC(O1)OC2CC(CC3=C2C(=C4C(=C3O)C(=O)C5=C(C4=O)C(=CC=C5)OC)O)(C(=O)CO)O)N)O.Cl. Cell line: KM12. Synergy scores: CSS=33.5, Synergy_ZIP=0.522, Synergy_Bliss=-0.829, Synergy_Loewe=-31.9, Synergy_HSA=1.69. (4) Drug 1: C1CCC(CC1)NC(=O)N(CCCl)N=O. Drug 2: CC1=C2C(C(=O)C3(C(CC4C(C3C(C(C2(C)C)(CC1OC(=O)C(C(C5=CC=CC=C5)NC(=O)OC(C)(C)C)O)O)OC(=O)C6=CC=CC=C6)(CO4)OC(=O)C)O)C)O. Cell line: COLO 205. Synergy scores: CSS=35.7, Synergy_ZIP=-10.7, Synergy_Bliss=-13.3, Synergy_Loewe=-23.7, Synergy_HSA=-10.7. (5) Drug 1: CC1=CC=C(C=C1)C2=CC(=NN2C3=CC=C(C=C3)S(=O)(=O)N)C(F)(F)F. Drug 2: B(C(CC(C)C)NC(=O)C(CC1=CC=CC=C1)NC(=O)C2=NC=CN=C2)(O)O. Cell line: HL-60(TB). Synergy scores: CSS=64.3, Synergy_ZIP=1.75, Synergy_Bliss=1.23, Synergy_Loewe=-45.8, Synergy_HSA=-1.00.